From a dataset of Reaction yield outcomes from USPTO patents with 853,638 reactions. Predict the reaction yield, written as a fraction of the theoretical maximum amount of product (1.0 means a 100% yield; for example, 0.34 means a 34% yield). (1) The reactants are CCN(C(C)C)C(C)C.[F:10][C:11]([F:31])([F:30])[C:12]1[CH:17]=[CH:16][CH:15]=[CH:14][C:13]=1[C:18]1[NH:22][N:21]=[C:20]([C:23]([NH:25][CH2:26][C:27]([OH:29])=O)=[O:24])[CH:19]=1.C1C=CC2N(O)N=NC=2C=1.CCN=C=NCCCN(C)C.Cl.[N:54]1([C:60]([C:62]2[CH:67]=[CH:66][CH:65]=[CH:64][C:63]=2[C:68]([F:71])([F:70])[F:69])=[O:61])[CH2:59][CH2:58][NH:57][CH2:56][CH2:55]1. The catalyst is CN(C=O)C.O. The product is [O:29]=[C:27]([N:57]1[CH2:58][CH2:59][N:54]([C:60](=[O:61])[C:62]2[CH:67]=[CH:66][CH:65]=[CH:64][C:63]=2[C:68]([F:71])([F:69])[F:70])[CH2:55][CH2:56]1)[CH2:26][NH:25][C:23]([C:20]1[CH:19]=[C:18]([C:13]2[CH:14]=[CH:15][CH:16]=[CH:17][C:12]=2[C:11]([F:10])([F:31])[F:30])[NH:22][N:21]=1)=[O:24]. The yield is 0.684. (2) The reactants are [CH:1]1(/[CH:6]=[CH:7]/[CH:8]=[O:9])[CH2:5][CH2:4][CH2:3][CH2:2]1.[N+](C1C=CC(C(O)=O)=CC=1)([O-])=O.C1(C)C=CC=CC=1.[NH:29]1[CH:33]=[C:32]([C:34]2[C:35]3[CH:42]=[CH:41][N:40]([CH2:43][O:44][CH2:45][CH2:46][Si:47]([CH3:50])([CH3:49])[CH3:48])[C:36]=3[N:37]=[CH:38][N:39]=2)[CH:31]=[N:30]1. No catalyst specified. The product is [CH:1]1([C@H:6]([N:29]2[CH:33]=[C:32]([C:34]3[C:35]4[CH:42]=[CH:41][N:40]([CH2:43][O:44][CH2:45][CH2:46][Si:47]([CH3:50])([CH3:49])[CH3:48])[C:36]=4[N:37]=[CH:38][N:39]=3)[CH:31]=[N:30]2)[CH2:7][CH:8]=[O:9])[CH2:5][CH2:4][CH2:3][CH2:2]1. The yield is 0.838. (3) The reactants are [NH2:1][C:2]([C:4]1[CH:8]=[C:7]([C:9]([OH:11])=O)[N:6]([C:12]2[CH:17]=[CH:16][C:15]([F:18])=[C:14]([C:19]#[N:20])[CH:13]=2)[N:5]=1)=[O:3].[N:21]1[CH:26]=[CH:25][CH:24]=[CH:23][CH:22]=1.C(N=[C:31]=[N:32][CH:33]([CH3:35])[CH3:34])(C)C.Cl. The catalyst is CN(C=O)C. The product is [C:19]([C:14]1[CH:13]=[C:12]([N:6]2[C:7]([C:9]([N:21]3[C:23]4[C:24](=[CH:35][C:33]([N:32]5[CH2:31][CH2:9][CH2:7][CH2:8][CH2:4][C:2]5=[O:3])=[CH:34][CH:22]=4)[CH2:25][CH2:26]3)=[O:11])=[CH:8][C:4]([C:2]([NH2:1])=[O:3])=[N:5]2)[CH:17]=[CH:16][C:15]=1[F:18])#[N:20]. The yield is 0.490. (4) The reactants are [CH:1]([C:3]1[CH:15]=[CH:14][C:6]([O:7][CH2:8][C:9]([O:11]CC)=[O:10])=[CH:5][CH:4]=1)=O.[OH:16][C:17]1[CH:22]=[CH:21][C:20]([C:23](=[O:25])[CH3:24])=[CH:19][C:18]=1[CH3:26].[OH-].[K+].Cl. The catalyst is CO.O. The product is [OH:16][C:17]1[CH:22]=[CH:21][C:20]([C:23](=[O:25])/[CH:24]=[CH:1]/[C:3]2[CH:4]=[CH:5][C:6]([O:7][CH2:8][C:9]([OH:11])=[O:10])=[CH:14][CH:15]=2)=[CH:19][C:18]=1[CH3:26]. The yield is 0.330. (5) The reactants are Cl.C[N:3](C)[CH2:4][CH2:5][CH2:6]N=C=NCC.N[C:14]1[CH:15]=[C:16]2[C:21](=[CH:22][CH:23]=1)[N:20]=[CH:19][N:18]=[C:17]2[NH:24][C:25]1[CH:30]=[CH:29][CH:28]=[C:27]([Cl:31])[CH:26]=1.C(O)(=[O:35])C=C. The catalyst is CN(C)C=O. The product is [Cl:31][C:27]1[CH:26]=[C:25]([NH:24][C:17]2[C:16]3[C:21](=[CH:22][C:23]([NH:3][C:4](=[O:35])[CH:5]=[CH2:6])=[CH:14][CH:15]=3)[N:20]=[CH:19][N:18]=2)[CH:30]=[CH:29][CH:28]=1. The yield is 0.200. (6) The reactants are CCN(C(C)C)C(C)C.[N:10]1([N:16]2[CH:20]=[C:19]([C:21]([OH:23])=O)[N:18]=[N:17]2)[CH2:15][CH2:14][O:13][CH2:12][CH2:11]1.NN1CCOCC1.C1C=CC2N(O)N=NC=2C=1.CCN=C=NCCCN(C)C.Cl.[NH2:53][CH2:54][C:55]([N:57]1[CH2:62][CH2:61][CH:60]([O:63][C:64]2[CH:69]=[C:68]([F:70])[CH:67]=[CH:66][C:65]=2[Cl:71])[CH2:59][CH2:58]1)=[O:56]. The catalyst is CN(C=O)C.O. The product is [Cl:71][C:65]1[CH:66]=[CH:67][C:68]([F:70])=[CH:69][C:64]=1[O:63][CH:60]1[CH2:61][CH2:62][N:57]([C:55](=[O:56])[CH2:54][NH:53][C:21]([C:19]2[N:18]=[N:17][N:16]([N:10]3[CH2:11][CH2:12][O:13][CH2:14][CH2:15]3)[CH:20]=2)=[O:23])[CH2:58][CH2:59]1. The yield is 0.703. (7) The reactants are [OH:1][CH2:2][CH:3]=[C:4]([CH2:6][CH2:7][CH:8]=[C:9]([CH2:11][CH2:12][CH:13]=[C:14]([CH3:16])[CH3:15])[CH3:10])[CH3:5].[Cr](O[Cr]([O-])(=O)=O)([O-])(=O)=O.[NH+]1C=CC=CC=1.[NH+]1C=CC=CC=1. The catalyst is C(Cl)Cl. The product is [CH3:15][C:14]([CH3:16])=[CH:13][CH2:12][CH2:11]/[C:9](/[CH3:10])=[CH:8]/[CH2:7][CH2:6]/[C:4](/[CH3:5])=[CH:3]/[CH:2]=[O:1]. The yield is 0.930. (8) The reactants are Br[C:2]1[C:10]2[C:5](=[CH:6][CH:7]=[C:8]([C:11]#[N:12])[CH:9]=2)[N:4](C2CCCCO2)[N:3]=1.[CH3:19][O:20][C:21]1[CH:22]=[C:23]2[C:28](=[CH:29][CH:30]=1)[CH:27]=[C:26](B(O)O)[CH:25]=[CH:24]2.ClCCl.P([O-])([O-])([O-])=[O:38].[K+].[K+].[K+].Cl. The catalyst is COCCOC.CO. The product is [CH3:19][O:20][C:21]1[CH:22]=[C:23]2[C:28](=[CH:29][CH:30]=1)[CH:27]=[C:26]([C:2]1[C:10]3[C:5](=[CH:6][CH:7]=[C:8]([C:11]([NH2:12])=[O:38])[CH:9]=3)[NH:4][N:3]=1)[CH:25]=[CH:24]2. The yield is 0.470.